From a dataset of Catalyst prediction with 721,799 reactions and 888 catalyst types from USPTO. Predict which catalyst facilitates the given reaction. (1) Reactant: [CH3:1][O:2][CH2:3][CH2:4][O:5][P:6]([CH2:13][C:14]1[CH:19]=[CH:18][C:17]([N+:20]([O-])=O)=[C:16]([O:23][CH3:24])[CH:15]=1)(=[O:12])[O:7][CH2:8][CH2:9][O:10][CH3:11].[H][H]. Product: [CH3:11][O:10][CH2:9][CH2:8][O:7][P:6]([CH2:13][C:14]1[CH:19]=[CH:18][C:17]([NH2:20])=[C:16]([O:23][CH3:24])[CH:15]=1)(=[O:12])[O:5][CH2:4][CH2:3][O:2][CH3:1]. The catalyst class is: 19. (2) Reactant: [CH3:1][O:2][C:3]1[CH:4]=[C:5]([N:12]2[CH2:17][CH2:16][N:15]([CH3:18])[CH2:14][CH2:13]2)[CH:6]=[CH:7][C:8]=1[N+:9]([O-])=O. Product: [CH3:1][O:2][C:3]1[CH:4]=[C:5]([N:12]2[CH2:13][CH2:14][N:15]([CH3:18])[CH2:16][CH2:17]2)[CH:6]=[CH:7][C:8]=1[NH2:9]. The catalyst class is: 63.